Dataset: Peptide-MHC class I binding affinity with 185,985 pairs from IEDB/IMGT. Task: Regression. Given a peptide amino acid sequence and an MHC pseudo amino acid sequence, predict their binding affinity value. This is MHC class I binding data. (1) The peptide sequence is WPWYVWLGFI. The MHC is HLA-B54:01 with pseudo-sequence HLA-B54:01. The binding affinity (normalized) is 0.109. (2) The peptide sequence is YIYSEIKQGR. The MHC is HLA-A68:01 with pseudo-sequence HLA-A68:01. The binding affinity (normalized) is 0.829. (3) The peptide sequence is ELFYILIAK. The binding affinity (normalized) is 0.0847. The MHC is HLA-B08:03 with pseudo-sequence HLA-B08:03. (4) The peptide sequence is WRMVVRASF. The MHC is HLA-B73:01 with pseudo-sequence HLA-B73:01. The binding affinity (normalized) is 0.334. (5) The peptide sequence is YEQQTVNST. The MHC is HLA-B18:01 with pseudo-sequence HLA-B18:01. The binding affinity (normalized) is 0.350. (6) The peptide sequence is LISFFGLFDI. The MHC is HLA-A02:01 with pseudo-sequence HLA-A02:01. The binding affinity (normalized) is 0.522. (7) The peptide sequence is LVTRKCPQKK. The MHC is HLA-A33:01 with pseudo-sequence HLA-A33:01. The binding affinity (normalized) is 0. (8) The peptide sequence is GINNVQSLIK. The MHC is HLA-A03:01 with pseudo-sequence HLA-A03:01. The binding affinity (normalized) is 0.525. (9) The peptide sequence is EVRLATMLF. The MHC is HLA-A03:01 with pseudo-sequence HLA-A03:01. The binding affinity (normalized) is 0.0847. (10) The peptide sequence is MSSFQDILM. The MHC is SLA-10401 with pseudo-sequence SLA-10401. The binding affinity (normalized) is 0.168.